Dataset: Full USPTO retrosynthesis dataset with 1.9M reactions from patents (1976-2016). Task: Predict the reactants needed to synthesize the given product. (1) Given the product [OH:38][C:36]([CH3:37])([CH2:35][CH2:34][S:33][C:30]1[CH:31]=[CH:32][C:27]([C:26]([F:40])([F:25])[F:39])=[CH:28][CH:29]=1)[CH2:17][C:16](=[O:18])[CH:11]([C:4]1[C:5]([CH3:10])=[CH:6][C:7]([CH3:9])=[CH:8][C:3]=1[CH3:19])[C:12]([O:14][CH3:15])=[O:13], predict the reactants needed to synthesize it. The reactants are: [H-].[Na+].[C:3]1([CH3:19])[CH:8]=[C:7]([CH3:9])[CH:6]=[C:5]([CH3:10])[C:4]=1[CH:11]([C:16](=[O:18])[CH3:17])[C:12]([O:14][CH3:15])=[O:13].[Li]CCCC.[F:25][C:26]([F:40])([F:39])[C:27]1[CH:32]=[CH:31][C:30]([S:33][CH2:34][CH2:35][C:36](=[O:38])[CH3:37])=[CH:29][CH:28]=1. (2) Given the product [Cl:37][C:21]1[CH:22]=[C:23]([CH:26]([OH:36])[CH2:27][CH2:28][C:29]2[CH:34]=[CH:33][CH:32]=[C:31]([OH:35])[CH:30]=2)[CH:24]=[CH:25][C:20]=1[C:19]([NH:18]/[C:6](=[CH:7]\[C:8]1[CH:9]=[N:10][C:11]2[C:16]([CH:17]=1)=[CH:15][CH:14]=[CH:13][CH:12]=2)/[C:5]([OH:39])=[O:4])=[O:38], predict the reactants needed to synthesize it. The reactants are: [OH-].[Na+].C[O:4][C:5](=[O:39])/[C:6](/[NH:18][C:19](=[O:38])[C:20]1[CH:25]=[CH:24][C:23]([CH:26]([OH:36])[CH2:27][CH2:28][C:29]2[CH:34]=[CH:33][CH:32]=[C:31]([OH:35])[CH:30]=2)=[CH:22][C:21]=1[Cl:37])=[CH:7]/[C:8]1[CH:9]=[N:10][C:11]2[C:16]([CH:17]=1)=[CH:15][CH:14]=[CH:13][CH:12]=2. (3) Given the product [Cl:1][C:2]1[CH:3]=[CH:4][C:5]2[C:11]3[N:35]=[C:34]([NH:33][C:31]4[CH:30]=[CH:29][C:28]5[O:23][CH2:24][CH2:25][O:26][C:27]=5[CH:32]=4)[N:36]=[CH:13][C:10]=3[CH2:9][C:8](=[O:17])[NH:7][C:6]=2[CH:18]=1, predict the reactants needed to synthesize it. The reactants are: [Cl:1][C:2]1[CH:3]=[CH:4][C:5]2[C:11](=O)[C:10](=[CH:13]N(C)C)[CH2:9][C:8](=[O:17])[NH:7][C:6]=2[CH:18]=1.[N+]([O-])(O)=O.[O:23]1[C:28]2[CH:29]=[CH:30][C:31]([NH:33][C:34]([NH2:36])=[NH:35])=[CH:32][C:27]=2[O:26][CH2:25][CH2:24]1. (4) Given the product [Cl:32][C:33]1[CH:40]=[CH:39][CH:38]=[CH:37][C:34]=1[CH2:35][O:31][C:26]1[CH:27]=[CH:28][CH:29]=[CH:30][C:25]=1/[CH:24]=[CH:23]/[CH:11]([CH2:10][CH2:9][C:6]1[CH:7]=[CH:8][C:3]([C:1]#[N:2])=[CH:4][CH:5]=1)[CH2:12][C:13]1[CH:14]=[CH:15][C:16]([C:17]([O:19][CH3:20])=[O:18])=[CH:21][CH:22]=1, predict the reactants needed to synthesize it. The reactants are: [C:1]([C:3]1[CH:8]=[CH:7][C:6]([CH2:9][CH2:10][CH:11](/[CH:23]=[CH:24]/[C:25]2[CH:30]=[CH:29][CH:28]=[CH:27][C:26]=2[OH:31])[CH2:12][C:13]2[CH:22]=[CH:21][C:16]([C:17]([O:19][CH3:20])=[O:18])=[CH:15][CH:14]=2)=[CH:5][CH:4]=1)#[N:2].[Cl:32][C:33]1[CH:40]=[CH:39][CH:38]=[CH:37][C:34]=1[CH2:35]Br.C(=O)([O-])[O-].[K+].[K+]. (5) Given the product [C:36]([CH:35]1[C:19](=[O:18])[N:20]=[C:2]([CH2:9][N:10]2[CH2:15][CH2:14][CH2:13][CH2:12][C:11]2=[O:16])[C:3]([C:4]([O:6][CH2:7][CH3:8])=[O:5])=[CH:34]1)#[N:37], predict the reactants needed to synthesize it. The reactants are: O=[C:2]([CH2:9][N:10]1[CH2:15][CH2:14][CH2:13][CH2:12][C:11]1=[O:16])[CH2:3][C:4]([O:6][CH2:7][CH3:8])=[O:5].C[O:18][CH:19](OC)[N:20](C)C.CCN(C(C)C)C(C)C.[C:34](#N)[CH2:35][C:36]#[N:37].C(O)(=O)C. (6) Given the product [CH2:26]([N:33]1[CH2:38][CH2:37][N:36]([CH2:19][C:10]2[C:11](=[O:18])[N:12]([CH2:14][CH:15]([CH3:17])[CH3:16])[N:13]=[C:8]([C:5]3[CH:6]=[CH:7][C:2]([F:1])=[C:3]([CH3:25])[CH:4]=3)[CH:9]=2)[CH2:35][CH2:34]1)[C:27]1[CH:28]=[CH:29][CH:30]=[CH:31][CH:32]=1, predict the reactants needed to synthesize it. The reactants are: [F:1][C:2]1[CH:7]=[CH:6][C:5]([C:8]2[CH:9]=[C:10]([CH2:19]OS(C)(=O)=O)[C:11](=[O:18])[N:12]([CH2:14][CH:15]([CH3:17])[CH3:16])[N:13]=2)=[CH:4][C:3]=1[CH3:25].[CH2:26]([N:33]1[CH2:38][CH2:37][NH:36][CH2:35][CH2:34]1)[C:27]1[CH:32]=[CH:31][CH:30]=[CH:29][CH:28]=1.